Dataset: Reaction yield outcomes from USPTO patents with 853,638 reactions. Task: Predict the reaction yield, written as a fraction of the theoretical maximum amount of product (1.0 means a 100% yield; for example, 0.34 means a 34% yield). (1) The reactants are C([O:8][C@H:9]1C[N:12]([C:14]([O:16][C:17]([CH3:20])([CH3:19])[CH3:18])=[O:15])[C@H:11](CO)[CH2:10]1)C1C=CC=CC=1.[C:40]1(P([C:36]2[CH:41]=[CH:40][CH:39]=[CH:38]C=2)[C:40]2[CH:41]=[CH:36]C=[CH:38][CH:39]=2)[CH:41]=[CH:36]C=[CH:38][CH:39]=1.[N+:42]([C:45]1[CH:53]=[CH:52][C:48]([C:49]([OH:51])=[O:50])=[CH:47][CH:46]=1)([O-:44])=[O:43].[N:54](C(OC(C)C)=O)=NC(OC(C)C)=O. The catalyst is O1CCCC1.O.C(OCC)(=O)C. The product is [N+:42]([C:45]1[CH:46]=[CH:47][C:48]([C:49]([O:51][C@@H:39]2[CH2:38][N:54]3[C:9](=[O:8])[CH2:10][CH2:11][N:12]([C:14]([O:16][C:17]([CH3:20])([CH3:19])[CH3:18])=[O:15])[CH2:36][C@@H:41]3[CH2:40]2)=[O:50])=[CH:52][CH:53]=1)([O-:44])=[O:43]. The yield is 0.870. (2) The reactants are [F:1][C:2]1[CH:7]=[C:6]([F:8])[CH:5]=[CH:4][C:3]=1[N:9]1[C:18]2[C:13](=[CH:14][C:15]([F:20])=[C:16](Cl)[N:17]=2)[C:12](=[O:21])[C:11]([C:22]([OH:24])=[O:23])=[CH:10]1.[CH3:25][O:26][N:27]=[C:28]1[C:32]2([CH2:35][N:34]([C:36]([O:38][C:39]([CH3:42])([CH3:41])[CH3:40])=[O:37])[CH2:33]2)[CH2:31][NH:30][CH2:29]1.C(#N)C. The catalyst is C(N(CC)CC)C. The product is [C:39]([O:38][C:36]([N:34]1[CH2:35][C:32]2([C:28](=[N:27][O:26][CH3:25])[CH2:29][N:30]([C:16]3[N:17]=[C:18]4[C:13]([C:12](=[O:21])[C:11]([C:22]([OH:24])=[O:23])=[CH:10][N:9]4[C:3]4[CH:4]=[CH:5][C:6]([F:8])=[CH:7][C:2]=4[F:1])=[CH:14][C:15]=3[F:20])[CH2:31]2)[CH2:33]1)=[O:37])([CH3:42])([CH3:41])[CH3:40]. The yield is 0.799. (3) The reactants are Br.[CH3:2][O:3][C:4](=[O:23])[C:5]1[C:10]([NH:11][C:12]2[CH:17]=[CH:16][C:15]([Br:18])=[CH:14][C:13]=2[F:19])=[C:9]([F:20])[C:8]([O:21]C)=[N:7][CH:6]=1.C(O)(=O)C. The catalyst is O. The product is [CH3:2][O:3][C:4]([C:5]1[C:10]([NH:11][C:12]2[CH:17]=[CH:16][C:15]([Br:18])=[CH:14][C:13]=2[F:19])=[C:9]([F:20])[C:8](=[O:21])[NH:7][CH:6]=1)=[O:23]. The yield is 0.970. (4) The reactants are [CH3:1][C:2]1([CH3:34])[NH:7][CH2:6][CH2:5][N:4]([C:8]([C:10]2[CH:15]=[CH:14][CH:13]=[C:12]([C:16]3[C:25]4[C:20](=[CH:21][CH:22]=[C:23]([C:26]5[CH:27]=[N:28][C:29]([O:32][CH3:33])=[CH:30][CH:31]=5)[CH:24]=4)[N:19]=[CH:18][N:17]=3)[CH:11]=2)=[O:9])[CH2:3]1.C1C[O:38][CH2:37][CH2:36]1.C(N(CC)CC)C.C(Cl)(=O)C. The catalyst is CCOC(C)=O. The product is [CH3:33][O:32][C:29]1[N:28]=[CH:27][C:26]([C:23]2[CH:24]=[C:25]3[C:20](=[CH:21][CH:22]=2)[N:19]=[CH:18][N:17]=[C:16]3[C:12]2[CH:11]=[C:10]([CH:15]=[CH:14][CH:13]=2)[C:8]([N:4]2[CH2:5][CH2:6][N:7]([C:37](=[O:38])[CH3:36])[C:2]([CH3:34])([CH3:1])[CH2:3]2)=[O:9])=[CH:31][CH:30]=1. The yield is 0.780. (5) The reactants are [CH2:1]([NH:3][C:4]([NH:6][C:7]1[CH:12]=[CH:11][C:10]([C:13]2[N:14]=[C:15]([N:28]3[CH2:33][CH2:32][O:31][CH2:30][C@@H:29]3[CH3:34])[C:16]3[CH2:21][N:20]([CH:22]4[CH2:27][CH2:26][NH:25][CH2:24][CH2:23]4)[CH2:19][C:17]=3[N:18]=2)=[CH:9][C:8]=1[F:35])=[O:5])[CH3:2].CCN(C(C)C)C(C)C.Cl[C:46]([O:48][CH3:49])=[O:47]. The catalyst is O1CCOCC1. The product is [CH2:1]([NH:3][C:4](=[O:5])[NH:6][C:7]1[CH:12]=[CH:11][C:10]([C:13]2[N:14]=[C:15]([N:28]3[CH2:33][CH2:32][O:31][CH2:30][C@@H:29]3[CH3:34])[C:16]3[CH2:21][N:20]([CH:22]4[CH2:23][CH2:24][N:25]([C:46]([O:48][CH3:49])=[O:47])[CH2:26][CH2:27]4)[CH2:19][C:17]=3[N:18]=2)=[CH:9][C:8]=1[F:35])[CH3:2]. The yield is 0.0530. (6) The reactants are [Cl:1][C:2]1[CH:3]=[C:4]2[C:8](=[CH:9][CH:10]=1)[N:7]([CH2:11][C:12]1[CH:13]=C([CH:17]=[CH:18][CH:19]=1)C#N)[C:6]([C:20]1[CH:21]=[N:22][CH:23]=[CH:24][CH:25]=1)=[C:5]2[CH3:26].Cl.[C:28]([OH:31])(=[O:30])[CH3:29]. No catalyst specified. The product is [NH4+:7].[OH-:30].[Cl:1][C:2]1[CH:3]=[C:4]2[C:8](=[CH:9][CH:10]=1)[N:7]([CH2:11][C:12]1[CH:13]=[C:29]([CH:17]=[CH:18][CH:19]=1)[C:28]([OH:31])=[O:30])[C:6]([C:20]1[CH:21]=[N:22][CH:23]=[CH:24][CH:25]=1)=[C:5]2[CH3:26]. The yield is 0.00100. (7) The reactants are [NH:1]1[CH2:5][CH2:4][CH2:3][CH2:2]1.N1CCC[C@H]1C(O)=O.I[C:15]1[CH:20]=[CH:19][CH:18]=[CH:17][CH:16]=1. The catalyst is [Cu]I.CS(C)=O. The product is [C:15]1([N:1]2[CH2:5][CH2:4][CH2:3][CH2:2]2)[CH:20]=[CH:19][CH:18]=[CH:17][CH:16]=1. The yield is 0.570.